Dataset: Full USPTO retrosynthesis dataset with 1.9M reactions from patents (1976-2016). Task: Predict the reactants needed to synthesize the given product. Given the product [Al+3:19].[CH2:15]([P:2]([O-:4])[O-:3])[CH3:16].[CH2:20]([P:2]([O-:4])[O-:3])[CH3:21].[CH2:24]([P:2]([O-:4])[O-:3])[CH3:25].[Al+3:19], predict the reactants needed to synthesize it. The reactants are: O.[PH2:2]([O-:4])=[O:3].[Na+].S(=O)(=O)(O)O.C=C.OO.[C:15]([O-])(=O)[CH3:16].[Al+3:19].[C:20]([O-])(=O)[CH3:21].[C:24]([O-])(=O)[CH3:25].[Al+3].C(P(CC)(=O)[O-])C.C(P(CC)(=O)[O-])C.C(P(CC)(=O)[O-])C.